Dataset: Full USPTO retrosynthesis dataset with 1.9M reactions from patents (1976-2016). Task: Predict the reactants needed to synthesize the given product. (1) Given the product [C:3]1([CH3:14])[CH:8]=[CH:7][CH:6]=[CH:5][C:4]=1[C:9]1[N:18]([C:17]2[C:19]([CH3:23])=[CH:20][CH:21]=[CH:22][C:16]=2[CH3:15])[CH:11]=[N:12][N:13]=1, predict the reactants needed to synthesize it. The reactants are: N#N.[C:3]1([CH3:14])[CH:8]=[CH:7][CH:6]=[CH:5][C:4]=1[C:9]1O[CH:11]=[N:12][N:13]=1.[CH3:15][C:16]1[CH:22]=[CH:21][CH:20]=[C:19]([CH3:23])[C:17]=1[NH2:18].FC(F)(F)C(O)=O.C([O-])([O-])=O.[Na+].[Na+]. (2) Given the product [F:1][C:2]1[CH:3]=[C:4]([CH3:12])[C:5]([O:11][CH3:13])=[CH:6][C:7]=1[N+:8]([O-:10])=[O:9], predict the reactants needed to synthesize it. The reactants are: [F:1][C:2]1[C:7]([N+:8]([O-:10])=[O:9])=[CH:6][C:5]([OH:11])=[C:4]([CH3:12])[CH:3]=1.[C:13](=O)([O-])[O-].[K+].[K+].IC.O. (3) Given the product [CH3:1][C:2]1[CH:3]=[CH:4][C:5]([CH2:6][C:7]2[CH:12]=[CH:11][CH:10]=[CH:9][C:8]=2[OH:13])=[CH:15][CH:16]=1, predict the reactants needed to synthesize it. The reactants are: [CH3:1][C:2]1[CH:16]=[CH:15][C:5]([CH:6](O)[C:7]2[CH:12]=[CH:11][CH:10]=[CH:9][C:8]=2[OH:13])=[CH:4][CH:3]=1.C(O)(C(F)(F)F)=O. (4) Given the product [OH:20][C:11]1[N:10]=[C:9]2[C:8]3[CH:7]=[CH:6][CH:5]=[CH:4][C:3]=3[C:2](=[O:1])[C:14]2=[N:13][C:12]=1[C:15]#[N:16], predict the reactants needed to synthesize it. The reactants are: [O:1]=[C:2]1[C:14]2[C:9](=[N:10][C:11](C#N)=[C:12]([C:15]#[N:16])[N:13]=2)[C:8]2[CH:7]=[CH:6][CH:5]=[CH:4][C:3]1=2.Cl.[OH-:20].[Na+]. (5) Given the product [CH3:1][O:2][C:3]1[CH:8]=[CH:7][C:6]([C:9]2[C:5]3[C:4]4[C:27](=[CH:26][CH:30]=[CH:8][CH:3]=4)[CH2:28][C:13]=3[C:12]([C:16]#[N:17])=[C:11]([N:18]3[CH2:23][CH2:22][CH2:21][CH2:20][CH2:19]3)[CH:10]=2)=[CH:5][CH:4]=1, predict the reactants needed to synthesize it. The reactants are: [CH3:1][O:2][C:3]1[CH:8]=[CH:7][C:6]([C:9]2O[C:13](=O)[C:12]([C:16]#[N:17])=[C:11]([N:18]3[CH2:23][CH2:22][CH2:21][CH2:20][CH2:19]3)[CH:10]=2)=[CH:5][CH:4]=1.[H-].[Na+].[CH2:26]1[CH2:30]O[CH2:28][CH2:27]1. (6) Given the product [CH2:1]([O:3][C:4](=[O:5])[C:6]([O:8][C:9]1[CH:14]=[CH:13][C:12]([CH2:15][CH2:16][CH2:17][C:18]2[NH:24][C:22](=[O:23])[N:21]([CH2:26][C:27]3[CH:32]=[CH:31][C:30]([CH3:33])=[C:29]([CH3:34])[CH:28]=3)[N:20]=2)=[CH:11][CH:10]=1)([CH3:35])[CH3:7])[CH3:2], predict the reactants needed to synthesize it. The reactants are: [CH2:1]([O:3][C:4]([C:6]([CH3:35])([O:8][C:9]1[CH:14]=[CH:13][C:12]([CH2:15][CH2:16][CH2:17][C:18]([NH:20][N:21]([CH2:26][C:27]2[CH:32]=[CH:31][C:30]([CH3:33])=[C:29]([CH3:34])[CH:28]=2)[C:22]([NH:24]C)=[O:23])=O)=[CH:11][CH:10]=1)[CH3:7])=[O:5])[CH3:2].C12(CS(O)(=O)=O)C(C)(C)C(CC1)CC2=O. (7) Given the product [Cl:23][C:24]1[CH:29]=[CH:28][C:27]([C:30]2[CH:31]=[CH:32][C:33]([CH2:41][CH3:42])=[C:34]([C:36](=[O:40])[C:37]([N:2]([CH3:1])[N:3]=[C:4]([CH3:10])[CH2:5][S:6]([CH3:9])(=[O:8])=[O:7])=[O:38])[CH:35]=2)=[CH:26][CH:25]=1, predict the reactants needed to synthesize it. The reactants are: [CH3:1][NH:2][N:3]=[C:4]([CH3:10])[CH2:5][S:6]([CH3:9])(=[O:8])=[O:7].O1CCCC1.C(N(CC)CC)C.[Cl:23][C:24]1[CH:29]=[CH:28][C:27]([C:30]2[CH:31]=[CH:32][C:33]([CH2:41][CH3:42])=[C:34]([C:36](=[O:40])[C:37](Cl)=[O:38])[CH:35]=2)=[CH:26][CH:25]=1. (8) Given the product [CH:37]1([NH:40][C:5]([N:27]2[CH2:28][CH2:29][CH:24]([C:22]3[O:21][N:20]=[C:19]([C:15]4[S:14][CH:18]=[CH:17][CH:16]=4)[N:23]=3)[CH2:25][CH2:26]2)=[O:11])[CH2:39][CH2:38]1, predict the reactants needed to synthesize it. The reactants are: ClC(Cl)(O[C:5](=[O:11])OC(Cl)(Cl)Cl)Cl.Cl.[S:14]1[CH:18]=[CH:17][CH:16]=[C:15]1[C:19]1[N:23]=[C:22]([CH:24]2[CH2:29][CH2:28][NH2+:27][CH2:26][CH2:25]2)[O:21][N:20]=1.C(N(CC)CC)C.[CH:37]1([NH2:40])[CH2:39][CH2:38]1. (9) Given the product [CH:12]1([CH2:11][O:10][C:8]2[CH:7]=[CH:6][C:5]3[CH2:15][CH:16]([C:18]4[N:19]=[CH:20][C:21]([OH:24])=[CH:22][CH:23]=4)[O:17][C:4]=3[CH:9]=2)[CH2:14][CH2:13]1, predict the reactants needed to synthesize it. The reactants are: [H-].[Na+].Br[C:4]1[CH:9]=[C:8]([O:10][CH2:11][CH:12]2[CH2:14][CH2:13]2)[CH:7]=[CH:6][C:5]=1[CH2:15][CH:16]([C:18]1[CH:23]=[CH:22][C:21]([O:24][Si](C(C)C)(C(C)C)C(C)C)=[CH:20][N:19]=1)[OH:17].O.